Dataset: Reaction yield outcomes from USPTO patents with 853,638 reactions. Task: Predict the reaction yield, written as a fraction of the theoretical maximum amount of product (1.0 means a 100% yield; for example, 0.34 means a 34% yield). (1) The reactants are [OH-].[Na+].C[O:4][C:5](=[O:39])[CH2:6][C:7]1[CH:8]=[N:9][CH:10]=[C:11]([C:13]2[CH:18]=[CH:17][C:16]([C:19]([CH2:37][CH3:38])([C:22]3[CH:27]=[CH:26][C:25]([CH2:28][CH2:29][C:30]4([OH:35])[CH2:34][CH2:33][CH2:32][CH2:31]4)=[C:24]([CH3:36])[CH:23]=3)[CH2:20][CH3:21])=[CH:15][CH:14]=2)[CH:12]=1.[Cl-].[NH4+]. The catalyst is CO. The product is [CH2:20]([C:19]([C:16]1[CH:15]=[CH:14][C:13]([C:11]2[CH:12]=[C:7]([CH2:6][C:5]([OH:39])=[O:4])[CH:8]=[N:9][CH:10]=2)=[CH:18][CH:17]=1)([C:22]1[CH:27]=[CH:26][C:25]([CH2:28][CH2:29][C:30]2([OH:35])[CH2:31][CH2:32][CH2:33][CH2:34]2)=[C:24]([CH3:36])[CH:23]=1)[CH2:37][CH3:38])[CH3:21]. The yield is 0.590. (2) The reactants are [NH2:1][C:2]1[CH:3]=[C:4]2[C:8](=[CH:9][CH:10]=1)[NH:7][N:6]=[CH:5]2.[CH3:11][CH:12]([CH3:18])[CH2:13][CH2:14][C:15](O)=[O:16].Cl.C(N=C=NCCCN(C)C)C.OC1C2N=NNC=2C=CC=1.C(N(CC)CC)C.[OH-].[Na+]. The catalyst is CN(C)C=O. The product is [NH:7]1[C:8]2[C:4](=[CH:3][C:2]([NH:1][C:15](=[O:16])[CH2:14][CH2:13][CH:12]([CH3:18])[CH3:11])=[CH:10][CH:9]=2)[CH:5]=[N:6]1. The yield is 0.710. (3) No catalyst specified. The yield is 0.330. The product is [F:1][C:2]1[CH:7]=[CH:6][C:5]([CH2:8][C:9]2[CH:18]=[C:17]3[C:12]([C:13]([OH:26])=[C:14]([C:21]([NH:35][CH2:34][CH2:33][CH2:32][N:27]4[CH:31]=[CH:30][N:29]=[CH:28]4)=[O:23])[C:15](=[O:20])[N:16]3[CH3:19])=[N:11][CH:10]=2)=[CH:4][CH:3]=1. The reactants are [F:1][C:2]1[CH:7]=[CH:6][C:5]([CH2:8][C:9]2[CH:18]=[C:17]3[C:12]([C:13]([OH:26])=[C:14]([C:21]([O:23]CC)=O)[C:15](=[O:20])[N:16]3[CH3:19])=[N:11][CH:10]=2)=[CH:4][CH:3]=1.[N:27]1([CH2:32][CH2:33][CH2:34][NH2:35])[CH:31]=[CH:30][N:29]=[CH:28]1. (4) The reactants are C([O:8][C:9]1[N:13]([CH:14]([CH3:16])[CH3:15])[N:12]=[C:11]([C:17]([O:19][CH3:20])=[O:18])[CH:10]=1)C1C=CC=CC=1. The yield is 0.950. The product is [OH:8][C:9]1[N:13]([CH:14]([CH3:15])[CH3:16])[N:12]=[C:11]([C:17]([O:19][CH3:20])=[O:18])[CH:10]=1. The catalyst is [C].[Pd].C(O)C. (5) The reactants are C([NH:4][C:5]1[CH:10]=[CH:9][C:8]([N:11]([CH2:33][C:34]2[CH:39]=[CH:38][CH:37]=[C:36]([C:40]#[N:41])[CH:35]=2)[CH:12]2[CH2:17][CH2:16][N:15]([CH:18]([CH3:32])[CH2:19][CH2:20][NH:21][C:22]([C:24]3[C:25]([CH3:31])=[N:26][CH:27]=[N:28][C:29]=3[CH3:30])=[O:23])[CH2:14][CH2:13]2)=[CH:7][CH:6]=1)(=O)C.Cl. The catalyst is CO. The product is [NH2:4][C:5]1[CH:6]=[CH:7][C:8]([N:11]([CH2:33][C:34]2[CH:39]=[CH:38][CH:37]=[C:36]([C:40]#[N:41])[CH:35]=2)[CH:12]2[CH2:17][CH2:16][N:15]([CH:18]([CH3:32])[CH2:19][CH2:20][NH:21][C:22]([C:24]3[C:29]([CH3:30])=[N:28][CH:27]=[N:26][C:25]=3[CH3:31])=[O:23])[CH2:14][CH2:13]2)=[CH:9][CH:10]=1. The yield is 1.00.